From a dataset of Forward reaction prediction with 1.9M reactions from USPTO patents (1976-2016). Predict the product of the given reaction. (1) Given the reactants [Br:1][C:2]1[CH:7]=[CH:6][N:5]=[C:4]([C:8]([OH:10])=O)[CH:3]=1.[NH2:11][C:12]1[CH:13]=[C:14]([C:17]([O:19][CH3:20])=[O:18])[S:15][CH:16]=1.C[NH3+].F[P-](F)(F)(F)(F)F.N1(OC(N(C)C)=[N+](C)C)C2N=CC=CC=2N=N1.F[P-](F)(F)(F)(F)F.CN1CCOCC1, predict the reaction product. The product is: [Br:1][C:2]1[CH:7]=[CH:6][N:5]=[C:4]([C:8]([NH:11][C:12]2[CH:13]=[C:14]([C:17]([O:19][CH3:20])=[O:18])[S:15][CH:16]=2)=[O:10])[CH:3]=1. (2) Given the reactants [Cl:1][C:2]1[C:3]([C:21]2[S:25][C:24]([C:26]3([O:30]COC)[CH2:29][CH2:28][CH2:27]3)=[N:23][CH:22]=2)=[C:4]2[CH:10]=[C:9]([C:11]3[CH:20]=[CH:19][C:14]4[O:15][CH2:16][CH2:17][O:18][C:13]=4[CH:12]=3)[NH:8][C:5]2=[N:6][CH:7]=1.ClC1C(C2SC(C3(OCOC)CCC3)=NC=2)=C2C=C(C3N=C(C4CCCN(C(OC(C)(C)C)=O)C4)ON=3)NC2=NC=1, predict the reaction product. The product is: [Cl:1][C:2]1[C:3]([C:21]2[S:25][C:24]([C:26]3([OH:30])[CH2:29][CH2:28][CH2:27]3)=[N:23][CH:22]=2)=[C:4]2[CH:10]=[C:9]([C:11]3[CH:20]=[CH:19][C:14]4[O:15][CH2:16][CH2:17][O:18][C:13]=4[CH:12]=3)[NH:8][C:5]2=[N:6][CH:7]=1. (3) The product is: [CH2:2]([O:3][C:4]([C:6]1[NH:7][C:8]2[C:13]([CH:14]=1)=[CH:12][C:11]([C:15]([N:40]1[CH2:45][CH2:44][CH:43]([N:46]3[CH2:51][CH2:50][O:49][CH2:48][CH2:47]3)[CH2:42][CH2:41]1)=[O:17])=[CH:10][CH:9]=2)=[O:5])[CH3:1]. Given the reactants [CH3:1][CH2:2][O:3][C:4]([C:6]1[NH:7][C:8]2[C:13]([CH:14]=1)=[CH:12][C:11]([C:15]([OH:17])=O)=[CH:10][CH:9]=2)=[O:5].F[B-](F)(F)F.N1(OC(N(C)C)=[N+](C)C)C2C=CC=CC=2N=N1.[NH:40]1[CH2:45][CH2:44][CH:43]([N:46]2[CH2:51][CH2:50][O:49][CH2:48][CH2:47]2)[CH2:42][CH2:41]1.C(N(CC)C(C)C)(C)C, predict the reaction product. (4) Given the reactants [CH3:1][CH:2]([CH3:19])[CH2:3][CH2:4][N:5]1[C:10](=[O:11])[CH2:9][C:8](=[O:12])[N:7]([CH2:13][CH2:14][CH:15]([CH3:17])[CH3:16])[C:6]1=[O:18].C(N(C(C)C)CC)(C)C.[N:29]([CH2:32][C:33]([O:35]CC)=[O:34])=[C:30]=[O:31], predict the reaction product. The product is: [OH:11][C:10]1[N:5]([CH2:4][CH2:3][CH:2]([CH3:19])[CH3:1])[C:6](=[O:18])[N:7]([CH2:13][CH2:14][CH:15]([CH3:17])[CH3:16])[C:8](=[O:12])[C:9]=1[C:30]([NH:29][CH2:32][C:33]([OH:35])=[O:34])=[O:31]. (5) Given the reactants Br[C:2]1[CH:3]=[CH:4][C:5]([Cl:15])=[C:6]([CH2:8][N:9]2[CH2:13][CH2:12][O:11][C:10]2=[O:14])[CH:7]=1.C([Sn](CCCC)(CCCC)[C:21]([O:23]C)=[CH2:22])CCC.O1CCOCC1, predict the reaction product. The product is: [C:21]([C:2]1[CH:3]=[CH:4][C:5]([Cl:15])=[C:6]([CH2:8][N:9]2[CH2:13][CH2:12][O:11][C:10]2=[O:14])[CH:7]=1)(=[O:23])[CH3:22]. (6) Given the reactants [O:1]=[C:2]1[N:6]([C:7]2[CH:12]=[CH:11][C:10]([N:13]3[CH2:18][CH2:17][O:16][CH2:15][C:14]3=[O:19])=[CH:9][CH:8]=2)[CH2:5][C@H:4]([CH2:20][NH:21][CH:22]=[O:23])[O:3]1.[Cl:24][C:25]1[S:29][C:28](C(Cl)=O)=[CH:27][CH:26]=1.C(OCC)(=O)C.O, predict the reaction product. The product is: [CH:11]1[C:10]([N:13]2[C:14](=[O:19])[CH2:15][O:16][CH2:17][CH2:18]2)=[CH:9][CH:8]=[C:7]([N:6]2[C:2](=[O:1])[O:3][C@@H:4]([CH2:20][NH:21][C:22]([C:28]3[S:29][C:25]([Cl:24])=[CH:26][CH:27]=3)=[O:23])[CH2:5]2)[CH:12]=1. (7) Given the reactants [CH3:1][O:2][C:3](=[O:17])[CH2:4][C:5]1[CH:10]=[CH:9][C:8]([NH:11][CH2:12][C:13](=[O:16])[CH:14]=[CH2:15])=[CH:7][CH:6]=1.[NH:18]1[CH2:23][CH2:22][CH:21]([O:24][C:25](=[O:39])[NH:26][C:27]2[CH:32]=[CH:31][CH:30]=[CH:29][C:28]=2[C:33]2[CH:38]=[CH:37][CH:36]=[CH:35][CH:34]=2)[CH2:20][CH2:19]1, predict the reaction product. The product is: [CH3:1][O:2][C:3](=[O:17])[CH2:4][C:5]1[CH:10]=[CH:9][C:8]([NH:11][CH2:12][C:13](=[O:16])[CH2:14][CH2:15][N:18]2[CH2:19][CH2:20][CH:21]([O:24][C:25](=[O:39])[NH:26][C:27]3[CH:32]=[CH:31][CH:30]=[CH:29][C:28]=3[C:33]3[CH:38]=[CH:37][CH:36]=[CH:35][CH:34]=3)[CH2:22][CH2:23]2)=[CH:7][CH:6]=1.